This data is from Full USPTO retrosynthesis dataset with 1.9M reactions from patents (1976-2016). The task is: Predict the reactants needed to synthesize the given product. (1) Given the product [CH3:1][C:2]1[C:6]([CH2:7][N:8]2[CH:12]=[C:11]([N:13]3[C:14](=[O:25])[N:15]([CH3:24])[NH:16][C:17]3=[O:18])[CH:10]=[N:9]2)=[C:5]([CH3:26])[O:4][N:3]=1, predict the reactants needed to synthesize it. The reactants are: [CH3:1][C:2]1[C:6]([CH2:7][N:8]2[CH:12]=[C:11]([N:13]3[C:17](=[O:18])[N:16](C(OCC)=O)[N:15]([CH3:24])[C:14]3=[O:25])[CH:10]=[N:9]2)=[C:5]([CH3:26])[O:4][N:3]=1.CN(C=O)C.C(#N)C.Cl. (2) Given the product [NH2:17][C:14]1[N:15]=[CH:16][C:11]([C:8]2[C:7]([F:18])=[C:6]([OH:19])[C:5]([CH:1]3[CH2:2][CH2:3][CH2:4]3)=[CH:10][CH:9]=2)=[CH:12][N:13]=1, predict the reactants needed to synthesize it. The reactants are: [CH:1]1([C:5]2[CH:10]=[CH:9][C:8]([C:11]3[CH:12]=[N:13][C:14]([NH2:17])=[N:15][CH:16]=3)=[C:7]([F:18])[C:6]=2[O:19]C)[CH2:4][CH2:3][CH2:2]1. (3) The reactants are: [Cl:1][C:2]1[CH:6]=[CH:5][S:4][C:3]=1[C:7]([NH:9][NH:10][C:11](=[O:19])[C:12]1[CH:17]=[CH:16][C:15]([Cl:18])=[N:14][CH:13]=1)=O.ClC1C=CC(C(Cl)=O)=CN=1.C(=O)(O)[O-].[Na+]. Given the product [Cl:18][C:15]1[N:14]=[CH:13][C:12]([C:11]2[O:19][C:7]([C:3]3[S:4][CH:5]=[CH:6][C:2]=3[Cl:1])=[N:9][N:10]=2)=[CH:17][CH:16]=1, predict the reactants needed to synthesize it. (4) The reactants are: Br[C:2]1[CH:7]=[CH:6][C:5]([C@@H:8]([NH:10][S@@:11]([C:13]([CH3:16])([CH3:15])[CH3:14])=[O:12])[CH3:9])=[C:4]([F:17])[CH:3]=1.[CH:18]1([B-](F)(F)F)[CH2:20][CH2:19]1.[K+].C(=O)([O-])[O-].[Cs+].[Cs+].C12(P(C34CC5CC(CC(C5)C3)C4)CCCC)CC3CC(CC(C3)C1)C2.[Al]. Given the product [CH:18]1([C:2]2[CH:7]=[CH:6][C:5]([C@@H:8]([NH:10][S@@:11]([C:13]([CH3:16])([CH3:15])[CH3:14])=[O:12])[CH3:9])=[C:4]([F:17])[CH:3]=2)[CH2:20][CH2:19]1, predict the reactants needed to synthesize it. (5) Given the product [NH2:1][C:4]1[CH:9]=[C:8]([O:10][C:11]2[CH:16]=[CH:15][N:14]=[C:13]3[NH:17][CH:18]=[CH:19][C:12]=23)[CH:7]=[CH:6][C:5]=1[OH:20], predict the reactants needed to synthesize it. The reactants are: [N+:1]([C:4]1[CH:9]=[C:8]([O:10][C:11]2[CH:16]=[CH:15][N:14]=[C:13]3[NH:17][CH:18]=[CH:19][C:12]=23)[CH:7]=[CH:6][C:5]=1[OH:20])([O-])=O. (6) Given the product [NH2:5][C:3]1[S:4][C:10]([CH2:11][C:12]([O:14][CH2:15][CH3:16])=[O:13])=[N:1][N:2]=1, predict the reactants needed to synthesize it. The reactants are: [NH2:1][NH:2][C:3]([NH2:5])=[S:4].Cl.C(O[C:10](=N)[CH2:11][C:12]([O:14][CH2:15][CH3:16])=[O:13])C. (7) The reactants are: F[C:2]1[C:7]([C:8]([OH:10])=O)=[CH:6][CH:5]=[C:4]([F:11])[N:3]=1.[C:12](NC1C=CC=CC=1)([CH3:15])([CH3:14])[CH3:13].[CH:23]1[CH:24]=[CH:25][C:26]2[N:31](O)N=N[C:27]=2[CH:28]=1.[CH3:33][CH2:34][N:35]=C=NCCCN(C)C.CC[N:46]([CH:50]([CH3:52])C)[CH:47]([CH3:49])C. Given the product [C:12]([C:23]1[CH:28]=[CH:27][C:26]([NH:31][C:8]([C:7]2[C:2]([NH:35][CH2:34][C:33]3[CH:49]=[CH:47][N:46]=[CH:50][CH:52]=3)=[N:3][C:4]([F:11])=[CH:5][CH:6]=2)=[O:10])=[CH:25][CH:24]=1)([CH3:15])([CH3:14])[CH3:13], predict the reactants needed to synthesize it. (8) Given the product [C:1]1([C@@H:7]([N:9]2[CH2:15][C@H:14]3[CH2:16][C@:10]2([C:17]2[NH:29][C:28]4[CH:27]=[CH:26][CH:25]=[C:21]([C:22]([OH:32])=[O:23])[C:20]=4[N:19]=2)[CH2:11][CH2:12][CH2:13]3)[CH3:8])[CH:2]=[CH:3][CH:4]=[CH:5][CH:6]=1, predict the reactants needed to synthesize it. The reactants are: [C:1]1([C@@H:7]([N:9]2[CH2:15][C@H:14]3[CH2:16][C@:10]2([CH:17]=O)[CH2:11][CH2:12][CH2:13]3)[CH3:8])[CH:6]=[CH:5][CH:4]=[CH:3][CH:2]=1.[NH2:19][C:20]1[C:28]([NH2:29])=[CH:27][CH:26]=[CH:25][C:21]=1[C:22](N)=[O:23].CC(N(C)C)=[O:32].